From a dataset of Catalyst prediction with 721,799 reactions and 888 catalyst types from USPTO. Predict which catalyst facilitates the given reaction. (1) Reactant: C(OC([N:8]1[CH2:14][CH2:13][C:12]2[C:15]([NH:20][CH2:21][C:22]3[CH:27]=[CH:26][C:25]([C:28](=[O:33])[NH:29][CH:30]([CH3:32])[CH3:31])=[C:24]([F:34])[CH:23]=3)=[C:16]([Cl:19])[CH:17]=[CH:18][C:11]=2[CH2:10][CH2:9]1)=O)(C)(C)C. Product: [Cl:19][C:16]1[CH:17]=[CH:18][C:11]2[CH2:10][CH2:9][NH:8][CH2:14][CH2:13][C:12]=2[C:15]=1[NH:20][CH2:21][C:22]1[CH:27]=[CH:26][C:25]([C:28](=[O:33])[NH:29][CH:30]([CH3:32])[CH3:31])=[C:24]([F:34])[CH:23]=1. The catalyst class is: 12. (2) Reactant: F[C:2]1[CH:9]=[CH:8][C:7]([N+:10]([O-:12])=[O:11])=[CH:6][C:3]=1[CH:4]=O.C(=O)([O-])[O-].[K+].[K+].[C:19]([O:23][CH2:24][CH3:25])(=[O:22])[CH2:20][SH:21].Cl. Product: [N+:10]([C:7]1[CH:8]=[CH:9][C:2]2[S:21][C:20]([C:19]([O:23][CH2:24][CH3:25])=[O:22])=[CH:4][C:3]=2[CH:6]=1)([O-:12])=[O:11]. The catalyst class is: 9. (3) Reactant: CC1C=CC(S(O[C:12]2[C:17]([N+:18]([O-:20])=[O:19])=[CH:16][C:15]([Br:21])=[CH:14][N:13]=2)(=O)=O)=CC=1.[CH2:22]([O:29][C:30]1[CH:36]=[CH:35][C:33]([NH2:34])=[CH:32][CH:31]=1)[C:23]1[CH:28]=[CH:27][CH:26]=[CH:25][CH:24]=1.C(N(CC)CC)C. Product: [CH2:22]([O:29][C:30]1[CH:31]=[CH:32][C:33]([NH:34][C:12]2[C:17]([N+:18]([O-:20])=[O:19])=[CH:16][C:15]([Br:21])=[CH:14][N:13]=2)=[CH:35][CH:36]=1)[C:23]1[CH:24]=[CH:25][CH:26]=[CH:27][CH:28]=1. The catalyst class is: 308. (4) Reactant: [CH:1]1([C:4]2[N:5]=[CH:6][C:7]([O:10][C@H:11]3[CH2:19][N:14]4[CH2:15][CH2:16][NH:17][CH2:18][C@@H:13]4[CH2:12]3)=[N:8][CH:9]=2)[CH2:3][CH2:2]1.[C:20]([C:24]1[CH:25]=[C:26]([S:32](Cl)(=[O:34])=[O:33])[CH:27]=[CH:28][C:29]=1[O:30][CH3:31])([CH3:23])([CH3:22])[CH3:21].C(N(C(C)C)CC)(C)C.O. Product: [C:20]([C:24]1[CH:25]=[C:26]([S:32]([N:17]2[CH2:16][CH2:15][N:14]3[CH2:19][C@H:11]([O:10][C:7]4[CH:6]=[N:5][C:4]([CH:1]5[CH2:3][CH2:2]5)=[CH:9][N:8]=4)[CH2:12][C@H:13]3[CH2:18]2)(=[O:34])=[O:33])[CH:27]=[CH:28][C:29]=1[O:30][CH3:31])([CH3:23])([CH3:21])[CH3:22]. The catalyst class is: 4. (5) Reactant: [N:1]([C:4]1[CH:9]=[CH:8][C:7]([O:10][CH3:11])=[CH:6][C:5]=1[Cl:12])=[N+:2]=[N-:3].O=[C:14]([CH3:20])[CH2:15][C:16]([O:18]C)=[O:17].C[O-].[Na+]. Product: [Cl:12][C:5]1[CH:6]=[C:7]([O:10][CH3:11])[CH:8]=[CH:9][C:4]=1[N:1]1[C:14]([CH3:20])=[C:15]([C:16]([OH:18])=[O:17])[N:3]=[N:2]1. The catalyst class is: 24. (6) Reactant: [CH2:1]([S:3](N[C@@H](C(C)C)C(O)=O)(=[O:5])=[O:4])[CH3:2].[F:14][C:15]1[CH:20]=[CH:19][C:18]([CH2:21][CH2:22][CH2:23][O:24][C:25]2[CH:30]=[CH:29][C:28]([CH2:31]CN)=[CH:27][C:26]=2[O:34][CH3:35])=[CH:17][CH:16]=1.[CH2:36](N(CC)C(C)C)C.F[P-](F)(F)(F)(F)F.[N:51]1(O[P+](N(C)C)(N(C)C)N(C)C)[C:55]2[CH:56]=[CH:57][CH:57]=[CH:56][C:55]=2[N:51]=N1.[CH3:71][N:72](C)[CH:73]=[O:74]. Product: [CH2:1]([S:3]([C@@:55]([NH2:51])([CH:56]([CH3:57])[CH3:36])[C:73]([NH:72][CH2:71][CH2:31][C:28]1[CH:29]=[CH:30][C:25]([O:24][CH2:23][CH2:22][CH2:21][C:18]2[CH:17]=[CH:16][C:15]([F:14])=[CH:20][CH:19]=2)=[C:26]([O:34][CH3:35])[CH:27]=1)=[O:74])(=[O:5])=[O:4])[CH3:2]. The catalyst class is: 6. (7) Reactant: [I:1]/[CH:2]=[CH:3]/[CH2:4][CH2:5][CH2:6][CH2:7][O:8][C:9]1[CH:14]=[CH:13][C:12]([CH2:15][CH2:16][C:17]2([CH2:23][O:24][P:25](=[O:36])([O:31]C(C)(C)C)[O:26]C(C)(C)C)[CH2:21][O:20]C(C)=[N:18]2)=[CH:11][CH:10]=1.Cl. Product: [NH2:18][C:17]([CH2:21][OH:20])([CH2:16][CH2:15][C:12]1[CH:13]=[CH:14][C:9]([O:8][CH2:7][CH2:6][CH2:5][CH2:4]/[CH:3]=[CH:2]/[I:1])=[CH:10][CH:11]=1)[CH2:23][O:24][P:25](=[O:26])([OH:31])[OH:36]. The catalyst class is: 14. (8) Reactant: [CH:1]1([CH:4]([OH:18])[C:5]2[CH:10]=[C:9]([CH3:11])[C:8]([N:12]=CN(C)C)=[C:7]([CH3:17])[CH:6]=2)[CH2:3][CH2:2]1.[OH-].[Li+].C(CN)O. Product: [NH2:12][C:8]1[C:9]([CH3:11])=[CH:10][C:5]([CH:4]([CH:1]2[CH2:3][CH2:2]2)[OH:18])=[CH:6][C:7]=1[CH3:17]. The catalyst class is: 6. (9) Reactant: [H-].[Na+].[C:3]([O:7][C:8](=[O:15])[NH:9][CH2:10][CH2:11][CH2:12][CH2:13][OH:14])([CH3:6])([CH3:5])[CH3:4].F[C:17]1[CH:22]=[C:21]([N+:23]([O-:25])=[O:24])[CH:20]=[CH:19][C:18]=1[N:26]1[CH:30]=[N:29][C:28]([CH3:31])=[N:27]1. Product: [CH3:31][C:28]1[N:29]=[CH:30][N:26]([C:18]2[CH:17]=[CH:22][C:21]([N+:23]([O-:25])=[O:24])=[CH:20][C:19]=2[O:14][CH2:13][CH2:12][CH2:11][CH2:10][NH:9][C:8](=[O:15])[O:7][C:3]([CH3:6])([CH3:4])[CH3:5])[N:27]=1. The catalyst class is: 1.